From a dataset of Catalyst prediction with 721,799 reactions and 888 catalyst types from USPTO. Predict which catalyst facilitates the given reaction. Reactant: Br[C:2]1[CH:7]=[CH:6][C:5]([C:8]2[N:17]=[C:16]([NH:18][C:19]3[NH:20][N:21]=[C:22]([CH3:24])[CH:23]=3)[C:15]3[C:10](=[CH:11][CH:12]=[CH:13][CH:14]=3)[N:9]=2)=[CH:4][CH:3]=1.C[Si]([C:29]#[CH:30])(C)C.C(N(CC)CC)C.CCCC[N+](CCCC)(CCCC)CCCC.[F-]. Product: [C:29]([C:2]1[CH:7]=[CH:6][C:5]([C:8]2[N:17]=[C:16]([NH:18][C:19]3[NH:20][N:21]=[C:22]([CH3:24])[CH:23]=3)[C:15]3[C:10](=[CH:11][CH:12]=[CH:13][CH:14]=3)[N:9]=2)=[CH:4][CH:3]=1)#[CH:30]. The catalyst class is: 654.